From a dataset of Forward reaction prediction with 1.9M reactions from USPTO patents (1976-2016). Predict the product of the given reaction. (1) Given the reactants F[C:2]1[N:7]=[C:6]([N:8]2[C:17]3[C:12](=[CH:13][N:14]=[C:15]([C:18]4[CH:23]=[CH:22][CH:21]=[CH:20][CH:19]=4)[CH:16]=3)[CH2:11][CH2:10][CH2:9]2)[CH:5]=[CH:4][N:3]=1.[NH2:24][C@H:25]([CH2:30][C:31]1[CH:36]=[CH:35][CH:34]=[CH:33][CH:32]=1)[CH2:26][C:27]([OH:29])=[O:28], predict the reaction product. The product is: [C:31]1([CH2:30][C@@H:25]([NH:24][C:2]2[N:7]=[C:6]([N:8]3[C:17]4[C:12](=[CH:13][N:14]=[C:15]([C:18]5[CH:23]=[CH:22][CH:21]=[CH:20][CH:19]=5)[CH:16]=4)[CH2:11][CH2:10][CH2:9]3)[CH:5]=[CH:4][N:3]=2)[CH2:26][C:27]([OH:29])=[O:28])[CH:36]=[CH:35][CH:34]=[CH:33][CH:32]=1. (2) The product is: [CH2:1]([S:3]([NH:6][C:7]1[S:8][CH:9]=[C:10]([CH2:12][CH2:13][C:14]2[CH:15]=[CH:16][C:17]([CH2:20][C:21]([OH:23])=[O:22])=[CH:18][CH:19]=2)[N:11]=1)(=[O:4])=[O:5])[CH3:2]. Given the reactants [CH2:1]([S:3]([NH:6][C:7]1[S:8][CH:9]=[C:10]([CH2:12][CH2:13][C:14]2[CH:19]=[CH:18][C:17]([CH2:20][C:21]([O:23]C)=[O:22])=[CH:16][CH:15]=2)[N:11]=1)(=[O:5])=[O:4])[CH3:2].[OH-].[Na+], predict the reaction product. (3) The product is: [C:10]([C:3]1[C:4]2[C:9](=[CH:8][CH:7]=[CH:6][CH:5]=2)[N:1]([S:23]([C:20]2[CH:21]=[CH:22][C:17]([O:16][CH3:15])=[C:18]([N:27]3[CH2:28][CH2:29][N:30]([C:33](=[O:38])[C:34]([Cl:37])([Cl:35])[Cl:36])[CH2:31][CH2:32]3)[CH:19]=2)(=[O:24])=[O:25])[CH:2]=1)(=[O:12])[CH3:11]. Given the reactants [NH:1]1[C:9]2[C:4](=[CH:5][CH:6]=[CH:7][CH:8]=2)[C:3]([C:10](=[O:12])[CH3:11])=[CH:2]1.[H-].[Na+].[CH3:15][O:16][C:17]1[CH:22]=[CH:21][C:20]([S:23](Cl)(=[O:25])=[O:24])=[CH:19][C:18]=1[N:27]1[CH2:32][CH2:31][N:30]([C:33](=[O:38])[C:34]([Cl:37])([Cl:36])[Cl:35])[CH2:29][CH2:28]1, predict the reaction product. (4) Given the reactants [F:1][C:2]1[CH:3]=[CH:4][C:5]([N+:11]([O-])=O)=[C:6]([CH:10]=1)[C:7]([NH2:9])=[O:8], predict the reaction product. The product is: [NH2:11][C:5]1[CH:4]=[CH:3][C:2]([F:1])=[CH:10][C:6]=1[C:7]([NH2:9])=[O:8].